From a dataset of NCI-60 drug combinations with 297,098 pairs across 59 cell lines. Regression. Given two drug SMILES strings and cell line genomic features, predict the synergy score measuring deviation from expected non-interaction effect. (1) Drug 1: CCC(=C(C1=CC=CC=C1)C2=CC=C(C=C2)OCCN(C)C)C3=CC=CC=C3.C(C(=O)O)C(CC(=O)O)(C(=O)O)O. Drug 2: C1=CC=C(C(=C1)C(C2=CC=C(C=C2)Cl)C(Cl)Cl)Cl. Cell line: SW-620. Synergy scores: CSS=5.00, Synergy_ZIP=-3.36, Synergy_Bliss=-3.47, Synergy_Loewe=-6.58, Synergy_HSA=-4.07. (2) Drug 1: CC12CCC3C(C1CCC2=O)CC(=C)C4=CC(=O)C=CC34C. Drug 2: C1CCC(CC1)NC(=O)N(CCCl)N=O. Cell line: SW-620. Synergy scores: CSS=17.9, Synergy_ZIP=0.410, Synergy_Bliss=-0.595, Synergy_Loewe=-10.6, Synergy_HSA=-0.620. (3) Drug 1: CC(C)NC(=O)C1=CC=C(C=C1)CNNC.Cl. Drug 2: COC1=C2C(=CC3=C1OC=C3)C=CC(=O)O2. Cell line: TK-10. Synergy scores: CSS=0.674, Synergy_ZIP=4.87, Synergy_Bliss=-0.228, Synergy_Loewe=-1.69, Synergy_HSA=-0.171. (4) Drug 1: CCC1=CC2CC(C3=C(CN(C2)C1)C4=CC=CC=C4N3)(C5=C(C=C6C(=C5)C78CCN9C7C(C=CC9)(C(C(C8N6C)(C(=O)OC)O)OC(=O)C)CC)OC)C(=O)OC.C(C(C(=O)O)O)(C(=O)O)O. Drug 2: C1=CC(=CC=C1CC(C(=O)O)N)N(CCCl)CCCl.Cl. Cell line: K-562. Synergy scores: CSS=68.6, Synergy_ZIP=-3.12, Synergy_Bliss=0.242, Synergy_Loewe=-10.5, Synergy_HSA=-0.212. (5) Drug 1: CC12CCC(CC1=CCC3C2CCC4(C3CC=C4C5=CN=CC=C5)C)O. Drug 2: C1CCN(CC1)CCOC2=CC=C(C=C2)C(=O)C3=C(SC4=C3C=CC(=C4)O)C5=CC=C(C=C5)O. Cell line: OVCAR-8. Synergy scores: CSS=6.50, Synergy_ZIP=-0.0486, Synergy_Bliss=4.65, Synergy_Loewe=3.26, Synergy_HSA=3.41. (6) Drug 1: CC1OCC2C(O1)C(C(C(O2)OC3C4COC(=O)C4C(C5=CC6=C(C=C35)OCO6)C7=CC(=C(C(=C7)OC)O)OC)O)O. Drug 2: C1=NC2=C(N=C(N=C2N1C3C(C(C(O3)CO)O)O)F)N. Cell line: HOP-62. Synergy scores: CSS=24.2, Synergy_ZIP=-3.48, Synergy_Bliss=-3.42, Synergy_Loewe=-5.09, Synergy_HSA=-0.817.